From a dataset of Reaction yield outcomes from USPTO patents with 853,638 reactions. Predict the reaction yield, written as a fraction of the theoretical maximum amount of product (1.0 means a 100% yield; for example, 0.34 means a 34% yield). (1) The reactants are [N+:1]([C:4]1[CH:10]=[CH:9][C:7]([NH2:8])=[CH:6][CH:5]=1)([O-:3])=[O:2].[F:11][C:12]([F:23])([F:22])[C:13](O[C:13](=[O:14])[C:12]([F:23])([F:22])[F:11])=[O:14]. The catalyst is N1C=CC=CC=1. The product is [F:11][C:12]([F:23])([F:22])[C:13]([NH:8][C:7]1[CH:9]=[CH:10][C:4]([N+:1]([O-:3])=[O:2])=[CH:5][CH:6]=1)=[O:14]. The yield is 0.970. (2) The reactants are [C:1]([O:5][C:6]([NH:8][C:9]1[CH:14]=[CH:13][C:12](C2C=CC=CC=2C(O)=O)=[CH:11][CH:10]=1)=[O:7])([CH3:4])([CH3:3])[CH3:2].F[C:25](F)(F)[C:26]([OH:28])=O.[Cl:31][C:32]1[CH:33]=[C:34]2[C:39](=[CH:40][CH:41]=1)[CH:38]=[C:37]([S:42]([N:45]1[CH2:50][CH2:49][NH:48][CH2:47][CH2:46]1)(=[O:44])=[O:43])[CH:36]=[CH:35]2. No catalyst specified. The product is [C:1]([O:5][C:6]([NH:8][C:9]1[CH:14]=[CH:13][C:12]([C:9]2[CH:14]=[CH:13][C:25]([C:26]([N:48]3[CH2:47][CH2:46][N:45]([S:42]([C:37]4[CH:36]=[CH:35][C:34]5[C:39](=[CH:40][CH:41]=[C:32]([Cl:31])[CH:33]=5)[CH:38]=4)(=[O:43])=[O:44])[CH2:50][CH2:49]3)=[O:28])=[CH:11][CH:10]=2)=[CH:11][CH:10]=1)=[O:7])([CH3:2])([CH3:4])[CH3:3]. The yield is 1.00.